Predict the reactants needed to synthesize the given product. From a dataset of Full USPTO retrosynthesis dataset with 1.9M reactions from patents (1976-2016). (1) The reactants are: [N:1]1[CH:6]=[CH:5][CH:4]=[C:3]([C:7]#[C:8][CH2:9][OH:10])[CH:2]=1. Given the product [N:1]1[CH:6]=[CH:5][CH:4]=[C:3]([C:7]#[C:8][CH:9]=[O:10])[CH:2]=1, predict the reactants needed to synthesize it. (2) The reactants are: [CH3:1][N:2]1[C:10]2[CH2:9][CH2:8][CH2:7][C:6](=[O:11])[C:5]=2[CH:4]=[N:3]1.[Li]CCCC.[Cl:17][C:18]1[C:19]2[N:20]([CH:24]=[N:25][CH:26]=2)[CH:21]=[CH:22][N:23]=1. Given the product [Cl:17][C:18]1[C:19]2[N:20]([C:24]([C:6]3([OH:11])[CH2:7][CH2:8][CH2:9][C:10]4[N:2]([CH3:1])[N:3]=[CH:4][C:5]3=4)=[N:25][CH:26]=2)[CH:21]=[CH:22][N:23]=1, predict the reactants needed to synthesize it. (3) Given the product [CH3:20][O:21][CH2:22][O:13][C:5]1[C:4]([N+:1]([O-:3])=[O:2])=[CH:12][CH:11]=[CH:10][C:6]=1[C:7]([OH:9])=[O:8], predict the reactants needed to synthesize it. The reactants are: [N+:1]([C:4]1[CH:12]=[CH:11][CH:10]=[C:6]([C:7]([OH:9])=[O:8])[C:5]=1[OH:13])([O-:3])=[O:2].C(=O)([O-])[O-].[K+].[K+].[CH3:20][O:21][CH2:22]Cl.